Predict the reaction yield, written as a fraction of the theoretical maximum amount of product (1.0 means a 100% yield; for example, 0.34 means a 34% yield). From a dataset of Reaction yield outcomes from USPTO patents with 853,638 reactions. (1) The reactants are [CH3:1][C:2]1[C:3]([C:11]2[S:12][CH:13]=[CH:14][CH:15]=2)=[N:4][O:5][C:6]=1[C:7]([F:10])([F:9])[F:8].[C:16](Cl)(=[O:23])[C:17]1[CH:22]=[CH:21][CH:20]=[CH:19][CH:18]=1. No catalyst specified. The product is [CH3:1][C:2]1[C:3]([C:11]2[S:12][C:13]([C:16]([C:17]3[CH:22]=[CH:21][CH:20]=[CH:19][CH:18]=3)=[O:23])=[CH:14][CH:15]=2)=[N:4][O:5][C:6]=1[C:7]([F:8])([F:10])[F:9]. The yield is 0.700. (2) The reactants are C(OC(=O)[NH:10][C:11]1[CH:16]=[CH:15][C:14]([C:17]([CH3:20])([CH3:19])[CH3:18])=[C:13]([NH:21][CH:22]=[O:23])[CH:12]=1)C1C=CC=CC=1.CO. The catalyst is [Pd].C(Cl)Cl. The product is [NH2:10][C:11]1[CH:16]=[CH:15][C:14]([C:17]([CH3:20])([CH3:19])[CH3:18])=[C:13]([NH:21][CH:22]=[O:23])[CH:12]=1. The yield is 0.960. (3) The reactants are Br[C:2]1[C:3]([NH:25][CH3:26])=[N:4][C:5]([NH:8][C:9]2[CH:14]=[CH:13][C:12]([C:15]([N:17]3[CH2:22][CH2:21][O:20][CH2:19][CH2:18]3)=[O:16])=[CH:11][C:10]=2[O:23][CH3:24])=[N:6][CH:7]=1.[CH:27]1([B-](F)(F)F)[CH2:30][CH2:29][CH2:28]1.[K+].C(=O)([O-])[O-].[Cs+].[Cs+].C12(P(C34CC5CC(CC(C5)C3)C4)CCCC)CC3CC(CC(C3)C1)C2. The catalyst is C([O-])(=O)C.[Pd+2].C([O-])(=O)C.O.C1(C)C=CC=CC=1. The product is [CH:27]1([C:2]2[C:3]([NH:25][CH3:26])=[N:4][C:5]([NH:8][C:9]3[CH:14]=[CH:13][C:12]([C:15]([N:17]4[CH2:22][CH2:21][O:20][CH2:19][CH2:18]4)=[O:16])=[CH:11][C:10]=3[O:23][CH3:24])=[N:6][CH:7]=2)[CH2:30][CH2:29][CH2:28]1. The yield is 0.0860.